This data is from Reaction yield outcomes from USPTO patents with 853,638 reactions. The task is: Predict the reaction yield, written as a fraction of the theoretical maximum amount of product (1.0 means a 100% yield; for example, 0.34 means a 34% yield). (1) The reactants are [Cl:1][C:2]1[CH:8]=[C:7]([O:9][C:10]2[C:11]3[N:18]([CH3:19])[CH:17]=[CH:16][C:12]=3[N:13]=[CH:14][N:15]=2)[CH:6]=[CH:5][C:3]=1[NH2:4].N1C=CC=CC=1.Cl[C:27](OC1C=CC=CC=1)=[O:28].[F:36][C:37]([F:47])([F:46])[O:38][C:39]1[CH:40]=[C:41]([CH:43]=[CH:44][CH:45]=1)[NH2:42]. The catalyst is CN(C)C(=O)C.O. The product is [Cl:1][C:2]1[CH:8]=[C:7]([O:9][C:10]2[C:11]3[N:18]([CH3:19])[CH:17]=[CH:16][C:12]=3[N:13]=[CH:14][N:15]=2)[CH:6]=[CH:5][C:3]=1[NH:4][C:27]([NH:42][C:41]1[CH:43]=[CH:44][CH:45]=[C:39]([O:38][C:37]([F:46])([F:47])[F:36])[CH:40]=1)=[O:28]. The yield is 0.550. (2) The reactants are Cl.[Cl:2][C:3]1[CH:8]=[CH:7][C:6]([C:9]([CH:11]2[CH2:16][CH2:15][NH:14][CH2:13][CH2:12]2)=[O:10])=[CH:5][CH:4]=1.C(N(CC)CC)C.[F:24][C:25]1[CH:33]=[CH:32][C:28]([C:29](Cl)=[O:30])=[CH:27][CH:26]=1. The catalyst is C(Cl)Cl. The product is [F:24][C:25]1[CH:33]=[CH:32][C:28]([C:29]([N:14]2[CH2:15][CH2:16][CH:11]([C:9](=[O:10])[C:6]3[CH:7]=[CH:8][C:3]([Cl:2])=[CH:4][CH:5]=3)[CH2:12][CH2:13]2)=[O:30])=[CH:27][CH:26]=1. The yield is 0.290. (3) The reactants are [H-].[H-].[H-].[H-].[Li+].[Al+3].C[O:8][C:9](=O)[C:10]1[CH:15]=[C:14]([C:16]#[N:17])[CH:13]=[CH:12][C:11]=1[CH2:18][N:19]([CH2:28][C:29]1[C:34]([CH3:35])=[CH:33][CH:32]=[CH:31][N:30]=1)[CH2:20][C:21]1[C:26]([CH3:27])=[CH:25][CH:24]=[CH:23][N:22]=1.C(C(C(C([O-])=O)O)O)([O-])=O.[K+].[Na+]. The catalyst is C1COCC1. The product is [NH2:17][CH2:16][C:14]1[CH:13]=[CH:12][C:11]([CH2:18][N:19]([CH2:20][C:21]2[C:26]([CH3:27])=[CH:25][CH:24]=[CH:23][N:22]=2)[CH2:28][C:29]2[C:34]([CH3:35])=[CH:33][CH:32]=[CH:31][N:30]=2)=[C:10]([CH2:9][OH:8])[CH:15]=1. The yield is 0.260. (4) The reactants are C([O:4][CH2:5][C@@H:6]1[C@@H:10]([O:11]C(=O)C)[C@@H:9]([O:15]C(=O)C)[C@H:8]([N:19]2[CH:27]=[N:26][C:25]3[C:20]2=[N:21][C:22]([I:29])=[N:23][C:24]=3Cl)[O:7]1)(=O)C.[NH3:30]. No catalyst specified. The product is [NH2:30][C:24]1[N:23]=[C:22]([I:29])[N:21]=[C:20]2[C:25]=1[N:26]=[CH:27][N:19]2[C@H:8]1[C@H:9]([OH:15])[C@H:10]([OH:11])[C@@H:6]([CH2:5][OH:4])[O:7]1. The yield is 0.800. (5) The reactants are [CH3:1][C:2]1[CH:7]=[CH:6][N:5]=[CH:4][C:3]=1[N:8]1[CH2:12][CH2:11][NH:10][C:9]1=[O:13].Br[C:15]1[CH:23]=[CH:22][C:18]2[S:19][CH:20]=[CH:21][C:17]=2[CH:16]=1.N[C@@H]1CCCC[C@H]1N.C(=O)([O-])[O-].[K+].[K+]. The catalyst is [Cu](I)I.O1CCOCC1. The product is [S:19]1[CH:20]=[CH:21][C:17]2[CH:16]=[C:15]([N:10]3[CH2:11][CH2:12][N:8]([C:3]4[CH:4]=[N:5][CH:6]=[CH:7][C:2]=4[CH3:1])[C:9]3=[O:13])[CH:23]=[CH:22][C:18]1=2. The yield is 0.107. (6) The reactants are FC1C=C(F)C=CC=1C1C=C(CN2C(=O)C3=CC=CC=C3C2=O)C(=O)N(CC(C)C)N=1.[C:32]([C:35]1[C:36](=[O:56])[N:37]([CH2:50][CH:51]2[CH2:55][CH2:54][CH2:53][CH2:52]2)[N:38]=[C:39]([C:41]2[CH:46]=[CH:45][C:44]([O:47][CH3:48])=[C:43]([F:49])[CH:42]=2)[CH:40]=1)(O)=[O:33]. No catalyst specified. The product is [CH:51]1([CH2:50][N:37]2[C:36](=[O:56])[C:35]([CH2:32][OH:33])=[CH:40][C:39]([C:41]3[CH:46]=[CH:45][C:44]([O:47][CH3:48])=[C:43]([F:49])[CH:42]=3)=[N:38]2)[CH2:55][CH2:54][CH2:53][CH2:52]1. The yield is 0.473. (7) The reactants are [OH:1][CH2:2][CH2:3][C:4]1[O:5][C:6]2[CH:12]=[CH:11][C:10]([C:13]3[CH:20]=[CH:19][C:16]([C:17]#[N:18])=[CH:15][CH:14]=3)=[CH:9][C:7]=2[CH:8]=1.C(N(CC)CC)C.[CH3:28][S:29](Cl)(=[O:31])=[O:30]. The catalyst is ClCCl. The product is [CH3:28][S:29]([O:1][CH2:2][CH2:3][C:4]1[O:5][C:6]2[CH:12]=[CH:11][C:10]([C:13]3[CH:20]=[CH:19][C:16]([C:17]#[N:18])=[CH:15][CH:14]=3)=[CH:9][C:7]=2[CH:8]=1)(=[O:31])=[O:30]. The yield is 0.890.